From a dataset of Catalyst prediction with 721,799 reactions and 888 catalyst types from USPTO. Predict which catalyst facilitates the given reaction. (1) Reactant: [CH:1]1([CH2:7][N:8]2[C:16]3[C:11](=[CH:12][CH:13]=[CH:14][C:15]=3[O:17][CH3:18])[C:10]([C:19](O)=[O:20])=[CH:9]2)[CH2:6][CH2:5][CH2:4][CH2:3][CH2:2]1.C(Cl)(=O)C(Cl)=O.[Cl:28][CH2:29][C:30]([NH:32][NH2:33])=[O:31].C(N(CC)CC)C. Product: [Cl:28][CH2:29][C:30]([NH:32][NH:33][C:19]([C:10]1[C:11]2[C:16](=[C:15]([O:17][CH3:18])[CH:14]=[CH:13][CH:12]=2)[N:8]([CH2:7][CH:1]2[CH2:2][CH2:3][CH2:4][CH2:5][CH2:6]2)[CH:9]=1)=[O:20])=[O:31]. The catalyst class is: 4. (2) Reactant: Cl.[C:2](Cl)(=[O:9])[C:3]1[CH:8]=[CH:7][CH:6]=[N:5][CH:4]=1.[CH:11]1([N:14]([C@H:18]2[C:27]3[C:22](=[CH:23][CH:24]=[CH:25][CH:26]=3)[NH:21][C@@H:20]([CH3:28])[CH2:19]2)[C:15](=[O:17])[CH3:16])[CH2:13][CH2:12]1.C(=O)([O-])[O-].[Na+].[Na+]. The catalyst class is: 17. Product: [CH:11]1([N:14]([C@H:18]2[C:27]3[C:22](=[CH:23][CH:24]=[CH:25][CH:26]=3)[N:21]([C:2]([C:3]3[CH:4]=[N:5][CH:6]=[CH:7][CH:8]=3)=[O:9])[C@@H:20]([CH3:28])[CH2:19]2)[C:15](=[O:17])[CH3:16])[CH2:12][CH2:13]1. (3) Reactant: [F:1][C:2]1[C:7]([N+:8]([O-:10])=[O:9])=[CH:6][CH:5]=[CH:4][C:3]=1[OH:11].Cl[C:13]([F:18])([F:17])C([O-])=O.[Na+].C([O-])([O-])=O.[K+].[K+]. Product: [F:17][CH:13]([F:18])[O:11][C:3]1[CH:4]=[CH:5][CH:6]=[C:7]([N+:8]([O-:10])=[O:9])[C:2]=1[F:1]. The catalyst class is: 3. (4) Reactant: [H-].[Al+3].[Li+].[H-].[H-].[H-].C([O:9][C:10]([C:12]1[CH:16]=[C:15]([C:17]2[CH:22]=[CH:21][CH:20]=[C:19]([Cl:23])[CH:18]=2)[O:14][N:13]=1)=O)C. Product: [Cl:23][C:19]1[CH:18]=[C:17]([C:15]2[O:14][N:13]=[C:12]([CH2:10][OH:9])[CH:16]=2)[CH:22]=[CH:21][CH:20]=1. The catalyst class is: 1. (5) Reactant: [F:1][C:2]1[CH:7]=[CH:6][C:5]([C:8]2[N:12]([CH2:13][CH2:14][CH2:15][CH2:16]O)[N:11]=[C:10]([CH3:18])[CH:9]=2)=[CH:4][CH:3]=1.CC1C=C[C:23]([S:26](Cl)(=O)=O)=CC=1.Cl. Product: [F:1][C:2]1[CH:7]=[CH:6][C:5]([C:8]2[N:12]([CH2:13][CH2:14][CH2:15][CH2:16][S:26][CH3:23])[N:11]=[C:10]([CH3:18])[CH:9]=2)=[CH:4][CH:3]=1. The catalyst class is: 17.